From a dataset of Catalyst prediction with 721,799 reactions and 888 catalyst types from USPTO. Predict which catalyst facilitates the given reaction. (1) Reactant: Br[C:2]1[CH:3]=[C:4]([C:8]2[C:9]([Cl:19])=[C:10]3[C:14](=[CH:15][CH:16]=2)[N:13]([CH3:17])[C:12](=[O:18])[CH2:11]3)[CH:5]=[N:6][CH:7]=1.[CH:20]1([B-](F)(F)F)[CH2:22][CH2:21]1.[K+].C1COCC1.P([O-])([O-])([O-])=O.[K+].[K+].[K+]. Product: [Cl:19][C:9]1[C:8]([C:4]2[CH:5]=[N:6][CH:7]=[C:2]([CH:20]3[CH2:22][CH2:21]3)[CH:3]=2)=[CH:16][CH:15]=[C:14]2[C:10]=1[CH2:11][C:12](=[O:18])[N:13]2[CH3:17]. The catalyst class is: 503. (2) Reactant: Cl[C:2]1[CH:8]=[CH:7][C:5]([NH2:6])=[CH:4][C:3]=1[N+:9]([O-:11])=[O:10].[OH:12][C:13]1[CH:18]=[CH:17][C:16]([SH:19])=[CH:15][CH:14]=1.C(=O)([O-])[O-].[Cs+].[Cs+].C(OCC)(=O)C. Product: [NH2:6][C:5]1[CH:7]=[CH:8][C:2]([S:19][C:16]2[CH:17]=[CH:18][C:13]([OH:12])=[CH:14][CH:15]=2)=[C:3]([N+:9]([O-:11])=[O:10])[CH:4]=1. The catalyst class is: 16. (3) Reactant: [OH:1][C:2]1[CH:3]=[C:4]2[C:9](=[CH:10][CH:11]=1)[C:8](=[O:12])[CH2:7][CH2:6][CH2:5]2.N1C=CC=CC=1.[F:19][C:20]([F:33])([F:32])[S:21](O[S:21]([C:20]([F:33])([F:32])[F:19])(=[O:23])=[O:22])(=[O:23])=[O:22]. Product: [O:12]=[C:8]1[CH2:7][CH2:6][CH2:5][C:4]2[CH:3]=[C:2]([O:1][S:21]([C:20]([F:33])([F:32])[F:19])(=[O:23])=[O:22])[CH:11]=[CH:10][C:9]1=2. The catalyst class is: 2. (4) Reactant: C[Li].CON(C)[C:6]([C:8]1[CH:13]=[N:12][C:11]([CH3:14])=[CH:10][N:9]=1)=[O:7].O.[C:17](OCC)(=O)C. Product: [CH3:14][C:11]1[N:12]=[CH:13][C:8]([C:6](=[O:7])[CH3:17])=[N:9][CH:10]=1. The catalyst class is: 469.